This data is from Catalyst prediction with 721,799 reactions and 888 catalyst types from USPTO. The task is: Predict which catalyst facilitates the given reaction. (1) Reactant: [F:1][C:2]1[CH:23]=[CH:22][CH:21]=[C:20]([F:24])[C:3]=1[CH2:4][O:5][C:6]1[C:7]2[N:8]([C:13]([C:17](O)=[O:18])=[C:14]([CH3:16])[N:15]=2)[CH:9]=[CH:10][C:11]=1[F:12].F[B-](F)(F)F.N1(O[C+](N(C)C)N(C)C)C2C=CC=CC=2N=N1.CN1CCOCC1.[NH2:54][C@H:55]([CH2:58][CH2:59][CH2:60][CH3:61])[CH2:56][OH:57]. Product: [F:1][C:2]1[CH:23]=[CH:22][CH:21]=[C:20]([F:24])[C:3]=1[CH2:4][O:5][C:6]1[C:7]2[N:8]([C:13]([C:17]([NH:54][C@H:55]([CH2:58][CH2:59][CH2:60][CH3:61])[CH2:56][OH:57])=[O:18])=[C:14]([CH3:16])[N:15]=2)[CH:9]=[CH:10][C:11]=1[F:12]. The catalyst class is: 3. (2) Reactant: [CH2:1]([O:8][C@@H:9]1[C@@H:15]([O:16][CH2:17][C:18]2[CH:23]=[CH:22][CH:21]=[CH:20][CH:19]=2)[C@H:14]([O:24][CH2:25][C:26]2[CH:31]=[CH:30][CH:29]=[CH:28][CH:27]=2)[C@@H:13]([CH2:32][O:33][CH2:34][C:35]2[CH:40]=[CH:39][CH:38]=[CH:37][CH:36]=2)[O:12][C:10]1([C:41]1[CH:46]=[C:45]([CH:47]([C:49]2[CH:54]=[CH:53][C:52]([Br:55])=[CH:51][CH:50]=2)O)[C:44]([CH3:56])=[CH:43][C:42]=1[O:57][CH2:58][C:59]1[CH:64]=[CH:63][CH:62]=[CH:61][CH:60]=1)O)[C:2]1[CH:7]=[CH:6][CH:5]=[CH:4][CH:3]=1.[SiH](CC)(CC)CC.B(F)(F)F.CCOCC.C(=O)(O)[O-].[Na+]. Product: [CH2:1]([O:8][C@@H:9]1[C@@H:15]([O:16][CH2:17][C:18]2[CH:19]=[CH:20][CH:21]=[CH:22][CH:23]=2)[C@H:14]([O:24][CH2:25][C:26]2[CH:31]=[CH:30][CH:29]=[CH:28][CH:27]=2)[C@@H:13]([CH2:32][O:33][CH2:34][C:35]2[CH:40]=[CH:39][CH:38]=[CH:37][CH:36]=2)[O:12][C@H:10]1[C:41]1[CH:46]=[C:45]([CH2:47][C:49]2[CH:50]=[CH:51][C:52]([Br:55])=[CH:53][CH:54]=2)[C:44]([CH3:56])=[CH:43][C:42]=1[O:57][CH2:58][C:59]1[CH:60]=[CH:61][CH:62]=[CH:63][CH:64]=1)[C:2]1[CH:7]=[CH:6][CH:5]=[CH:4][CH:3]=1. The catalyst class is: 10. (3) Reactant: [F:1][C:2]1[CH:7]=[C:6]([F:8])[CH:5]=[CH:4][C:3]=1[NH:9][C:10]1[CH:15]=[CH:14][C:13]([C:16]([C:18]2[CH:23]=[C:22]([OH:24])[CH:21]=[CH:20][C:19]=2[CH3:25])=[O:17])=[C:12]([N+:26]([O-:28])=[O:27])[CH:11]=1.Cl.Cl[CH2:31][CH2:32][N:33]1[CH2:38][CH2:37][O:36][CH2:35][CH2:34]1.C([O-])([O-])=O.[K+].[K+].[Na+].[I-]. Product: [F:1][C:2]1[CH:7]=[C:6]([F:8])[CH:5]=[CH:4][C:3]=1[NH:9][C:10]1[CH:15]=[CH:14][C:13]([C:16]([C:18]2[CH:23]=[C:22]([O:24][CH2:31][CH2:32][N:33]3[CH2:38][CH2:37][O:36][CH2:35][CH2:34]3)[CH:21]=[CH:20][C:19]=2[CH3:25])=[O:17])=[C:12]([N+:26]([O-:28])=[O:27])[CH:11]=1. The catalyst class is: 10. (4) Reactant: Cl.Cl.[NH:3]1[CH2:8][CH2:7][CH:6]([N:9]2[C:17]3[C:12](=[N:13][CH:14]=[CH:15][CH:16]=3)[NH:11][C:10]2=[O:18])[CH2:5][CH2:4]1.Cl[C:20]1[N:25]=[CH:24][N:23]=[C:22]([C:26]([C:28]2[CH:29]=[C:30]([CH3:37])[C:31]3[O:35][CH2:34][CH2:33][C:32]=3[CH:36]=2)=[O:27])[CH:21]=1.CCN(C(C)C)C(C)C. The catalyst class is: 517. Product: [CH3:37][C:30]1[C:31]2[O:35][CH2:34][CH2:33][C:32]=2[CH:36]=[C:28]([C:26]([C:22]2[N:23]=[CH:24][N:25]=[C:20]([N:3]3[CH2:4][CH2:5][CH:6]([N:9]4[C:17]5[C:12](=[N:13][CH:14]=[CH:15][CH:16]=5)[NH:11][C:10]4=[O:18])[CH2:7][CH2:8]3)[CH:21]=2)=[O:27])[CH:29]=1.[CH:10]([O-:18])=[O:27]. (5) Reactant: [N:1]12[CH2:8][CH2:7][CH:4]([CH2:5][CH2:6]1)[C@H:3]([NH:9][C:10]([C:12]1[CH:13]=[CH:14][CH:15]=[C:16]3[O:20][C:19]([CH2:21][C:22]4[CH:27]=[CH:26][CH:25]=[CH:24][CH:23]=4)=[N:18][C:17]=13)=[O:11])[CH2:2]2.[ClH:28]. Product: [ClH:28].[N:1]12[CH2:8][CH2:7][CH:4]([CH2:5][CH2:6]1)[C@H:3]([NH:9][C:10]([C:12]1[CH:13]=[CH:14][CH:15]=[C:16]3[O:20][C:19]([CH2:21][C:22]4[CH:27]=[CH:26][CH:25]=[CH:24][CH:23]=4)=[N:18][C:17]=13)=[O:11])[CH2:2]2. The catalyst class is: 459. (6) Product: [F:1][C:2]1[CH:7]=[CH:6][C:5]([C:8]2[S:12][C:11]3[CH:13]=[CH:14][C:15]([OH:17])=[CH:16][C:10]=3[C:9]=2[C:19]([NH:21][CH3:22])=[O:20])=[CH:4][CH:3]=1. The catalyst class is: 26. Reactant: [F:1][C:2]1[CH:7]=[CH:6][C:5]([C:8]2[S:12][C:11]3[CH:13]=[CH:14][C:15]([O:17]C)=[CH:16][C:10]=3[C:9]=2[C:19]([NH:21][CH3:22])=[O:20])=[CH:4][CH:3]=1.[B-](Br)(Br)(Br)[S+](C)C. (7) Reactant: Cl[CH2:2][N:3]1[CH:7]=[CH:6][C:5]([N+:8]([O-:10])=[O:9])=[CH:4]1.[F:11][C:12]([F:21])([F:20])[CH2:13][CH2:14][CH:15]([C:18]#[N:19])[C:16]#[N:17].C(=O)([O-])[O-].[K+].[K+].O. Product: [N+:8]([C:5]1[CH:6]=[CH:7][N:3]([CH2:2][C:15]([CH2:14][CH2:13][C:12]([F:11])([F:20])[F:21])([C:16]#[N:17])[C:18]#[N:19])[CH:4]=1)([O-:10])=[O:9]. The catalyst class is: 9. (8) Reactant: [Cl:1][C:2]1[CH:7]=[C:6]([N+:8]([O-])=O)[CH:5]=[C:4]([Cl:11])[C:3]=1[N:12]1[CH:29]=[C:15]2[C:16]([NH:21][C:22]3[CH:27]=[C:26]([CH3:28])[N:25]=[CH:24][N:23]=3)=[N:17][CH:18]=[C:19]([F:20])[C:14]2=[N:13]1.C1COCC1.O.[Cl-].[NH4+]. Product: [NH2:8][C:6]1[CH:5]=[C:4]([Cl:11])[C:3]([N:12]2[CH:29]=[C:15]3[C:16]([NH:21][C:22]4[CH:27]=[C:26]([CH3:28])[N:25]=[CH:24][N:23]=4)=[N:17][CH:18]=[C:19]([F:20])[C:14]3=[N:13]2)=[C:2]([Cl:1])[CH:7]=1. The catalyst class is: 186.